Dataset: Peptide-MHC class I binding affinity with 185,985 pairs from IEDB/IMGT. Task: Regression. Given a peptide amino acid sequence and an MHC pseudo amino acid sequence, predict their binding affinity value. This is MHC class I binding data. (1) The peptide sequence is QVPLRPMTYK. The MHC is HLA-B07:02 with pseudo-sequence HLA-B07:02. The binding affinity (normalized) is 0.0816. (2) The peptide sequence is AMHYIRHRA. The MHC is HLA-A31:01 with pseudo-sequence HLA-A31:01. The binding affinity (normalized) is 0.346. (3) The peptide sequence is FYADPKRYF. The MHC is HLA-A24:03 with pseudo-sequence HLA-A24:03. The binding affinity (normalized) is 0.808. (4) The peptide sequence is ALNATDPGA. The MHC is HLA-A02:01 with pseudo-sequence HLA-A02:01. The binding affinity (normalized) is 0.515. (5) The peptide sequence is GPKVKQWPL. The MHC is HLA-B18:01 with pseudo-sequence HLA-B18:01. The binding affinity (normalized) is 0. (6) The peptide sequence is KLHLYSHPI. The MHC is HLA-A02:01 with pseudo-sequence HLA-A02:01. The binding affinity (normalized) is 0.489.